This data is from Forward reaction prediction with 1.9M reactions from USPTO patents (1976-2016). The task is: Predict the product of the given reaction. (1) Given the reactants [NH2:1][CH2:2][C@H:3]1[CH2:8][CH2:7][C@H:6]([N:9]2[C:13]3=[C:14]4[S:20][CH:19]=[CH:18][C:15]4=[N:16][CH:17]=[C:12]3[N:11]=[C:10]2[CH2:21][C:22]#[N:23])[CH2:5][CH2:4]1.C(N(CC)CC)C.Cl[C:32]([O:34][CH2:35][CH3:36])=[O:33], predict the reaction product. The product is: [C:22]([CH2:21][C:10]1[N:9]([C@H:6]2[CH2:7][CH2:8][C@H:3]([CH2:2][NH:1][C:32](=[O:33])[O:34][CH2:35][CH3:36])[CH2:4][CH2:5]2)[C:13]2=[C:14]3[S:20][CH:19]=[CH:18][C:15]3=[N:16][CH:17]=[C:12]2[N:11]=1)#[N:23]. (2) Given the reactants [CH3:1]/[C:2](/[CH2:6][CH2:7][CH:8]=[C:9]([CH3:11])[CH3:10])=[CH:3]/[CH2:4][OH:5].CC(C)[O-].[Al+3].CC(C)[O-].CC(C)[O-].[N+](C1C=CC=CC=1C=O)([O-])=O.Cl, predict the reaction product. The product is: [CH3:1]/[C:2](/[CH2:6][CH2:7][CH:8]=[C:9]([CH3:11])[CH3:10])=[CH:3]/[CH:4]=[O:5]. (3) Given the reactants C(NC(C)C)(C)C.[Li]CCCC.[Br:13][C:14]1[CH:19]=[CH:18][C:17]([F:20])=[C:16]([CH3:21])[CH:15]=1.CN([CH:25]=[O:26])C, predict the reaction product. The product is: [Br:13][C:14]1[CH:15]=[C:16]([CH3:21])[C:17]([F:20])=[C:18]([CH:19]=1)[CH:25]=[O:26]. (4) The product is: [CH2:18]([O:25][C:26]([N:9]1[CH:6]2[CH2:7][CH2:8][CH:2]1[CH2:3][C:4](=[O:10])[CH2:5]2)=[O:27])[C:19]1[CH:24]=[CH:23][CH:22]=[CH:21][CH:20]=1. Given the reactants Cl.[CH:2]12[NH:9][CH:6]([CH2:7][CH2:8]1)[CH2:5][C:4](=[O:10])[CH2:3]2.C(N(CC)CC)C.[CH2:18]([O:25][C:26](Cl)=[O:27])[C:19]1[CH:24]=[CH:23][CH:22]=[CH:21][CH:20]=1.C(=O)([O-])O.[Na+], predict the reaction product. (5) Given the reactants CCN(C(C)C)C(C)C.[CH:10]1([CH:15]([C:19]2[CH:24]=[CH:23][C:22]([CH2:25][N:26]3[C:31](=[O:32])[CH2:30][O:29][C:28]([C:33]4[CH:38]=[CH:37][CH:36]=[CH:35][CH:34]=4)=[N:27]3)=[CH:21][CH:20]=2)[C:16](O)=[O:17])[CH2:14][CH2:13][CH2:12][CH2:11]1.[NH2:39][CH:40]([CH3:54])[CH2:41][CH2:42][CH2:43][C:44]1([C:47]([O:49][C:50]([CH3:53])([CH3:52])[CH3:51])=[O:48])[CH2:46][CH2:45]1.CN(C(ON1N=NC2C=CC=NC1=2)=[N+](C)C)C.F[P-](F)(F)(F)(F)F, predict the reaction product. The product is: [CH:10]1([CH:15]([C:19]2[CH:24]=[CH:23][C:22]([CH2:25][N:26]3[C:31](=[O:32])[CH2:30][O:29][C:28]([C:33]4[CH:38]=[CH:37][CH:36]=[CH:35][CH:34]=4)=[N:27]3)=[CH:21][CH:20]=2)[C:16]([NH:39][CH:40]([CH3:54])[CH2:41][CH2:42][CH2:43][C:44]2([C:47]([O:49][C:50]([CH3:53])([CH3:52])[CH3:51])=[O:48])[CH2:45][CH2:46]2)=[O:17])[CH2:14][CH2:13][CH2:12][CH2:11]1. (6) Given the reactants CN(C)C1C=CC=CC=1.[Cl-].[Cl-].[Cl-].[Al+3].C([O:21][CH2:22][CH2:23][C:24]1[C:25](=[O:51])[O:26][C:27]2[C:32]([C:33]=1[NH:34][C:35]1[C:40]([Cl:41])=[CH:39][N:38]=[CH:37][C:36]=1[Cl:42])=[CH:31][CH:30]=[C:29]([O:43][CH3:44])[C:28]=2[O:45][CH:46]1[CH2:50][CH2:49][CH2:48][CH2:47]1)C1C=CC=CC=1, predict the reaction product. The product is: [CH:46]1([O:45][C:28]2[C:29]([O:43][CH3:44])=[CH:30][CH:31]=[C:32]3[C:27]=2[O:26][C:25](=[O:51])[C:24]([CH2:23][CH2:22][OH:21])=[C:33]3[NH:34][C:35]2[C:36]([Cl:42])=[CH:37][N:38]=[CH:39][C:40]=2[Cl:41])[CH2:50][CH2:49][CH2:48][CH2:47]1.